This data is from Catalyst prediction with 721,799 reactions and 888 catalyst types from USPTO. The task is: Predict which catalyst facilitates the given reaction. (1) Reactant: [O:1]=[S:2]1(=[O:26])[CH:7]=[CH:6][N:5]([C:8]2[C:13]([F:14])=[CH:12][C:11]([N:15]3[CH2:19][C@H:18]([C:20](OC)=[O:21])[O:17][C:16]3=[O:24])=[CH:10][C:9]=2[F:25])[CH2:4][CH2:3]1.[NH3:27]. Product: [O:26]=[S:2]1(=[O:1])[CH:7]=[CH:6][N:5]([C:8]2[C:9]([F:25])=[CH:10][C:11]([N:15]3[CH2:19][C@H:18]([C:20]([NH2:27])=[O:21])[O:17][C:16]3=[O:24])=[CH:12][C:13]=2[F:14])[CH2:4][CH2:3]1. The catalyst class is: 5. (2) Reactant: [F:1][C:2]1[CH:30]=[CH:29][CH:28]=[C:27]([F:31])[C:3]=1[CH2:4][O:5][C:6]1[C:7]2[N:8]([C:18]([C:22]([O:24]CC)=[O:23])=[C:19]([CH3:21])[N:20]=2)[CH:9]=[C:10]([N:12]2[CH2:17][CH2:16][O:15][CH2:14][CH2:13]2)[CH:11]=1.[OH-].[Li+].Cl. Product: [F:1][C:2]1[CH:30]=[CH:29][CH:28]=[C:27]([F:31])[C:3]=1[CH2:4][O:5][C:6]1[C:7]2[N:8]([C:18]([C:22]([OH:24])=[O:23])=[C:19]([CH3:21])[N:20]=2)[CH:9]=[C:10]([N:12]2[CH2:17][CH2:16][O:15][CH2:14][CH2:13]2)[CH:11]=1. The catalyst class is: 36. (3) The catalyst class is: 92. Reactant: [C:1]([O:5][C:6]([N:8]([CH2:21][CH2:22][S:23][CH3:24])[CH:9]1[CH2:14][CH2:13][CH:12]([CH2:15][C:16]([O:18]CC)=[O:17])[CH2:11][CH2:10]1)=[O:7])([CH3:4])([CH3:3])[CH3:2].[OH-].[Na+].Cl. Product: [C:1]([O:5][C:6]([N:8]([CH2:21][CH2:22][S:23][CH3:24])[CH:9]1[CH2:14][CH2:13][CH:12]([CH2:15][C:16]([OH:18])=[O:17])[CH2:11][CH2:10]1)=[O:7])([CH3:3])([CH3:2])[CH3:4]. (4) Reactant: Cl.[Cl:2][C:3]1[C:12]2[C:7](=[CH:8][C:9]([O:15][CH2:16][CH2:17][N:18]3[CH2:23][CH2:22][CH2:21][CH2:20][CH2:19]3)=[C:10]([O:13][CH3:14])[CH:11]=2)[N:6]=[CH:5][N:4]=1.C(=O)([O-])O.[Na+]. Product: [Cl:2][C:3]1[C:12]2[C:7](=[CH:8][C:9]([O:15][CH2:16][CH2:17][N:18]3[CH2:23][CH2:22][CH2:21][CH2:20][CH2:19]3)=[C:10]([O:13][CH3:14])[CH:11]=2)[N:6]=[CH:5][N:4]=1. The catalyst class is: 2. (5) Reactant: [NH2:1][C:2]1[N:3]=[CH:4][C:5]2[C:10]([C:11]=1C#N)=[CH:9][CH:8]=[C:7]([Br:14])[CH:6]=2.OS(O)(=O)=O.[OH-].[Na+]. Product: [Br:14][C:7]1[CH:6]=[C:5]2[C:10]([CH:11]=[C:2]([NH2:1])[N:3]=[CH:4]2)=[CH:9][CH:8]=1. The catalyst class is: 6. (6) Reactant: [Cl:1][C:2]1[CH:11]=[C:10]2[C:5]([CH:6]=[C:7]([C:13]3[C:14]([F:21])=[CH:15][C:16]([F:20])=[C:17]([CH:19]=3)[NH2:18])[C:8]([CH3:12])=[N:9]2)=[CH:4][N:3]=1.[C:22](O[C:22]([O:24][C:25]([CH3:28])([CH3:27])[CH3:26])=[O:23])([O:24][C:25]([CH3:28])([CH3:27])[CH3:26])=[O:23]. Product: [Cl:1][C:2]1[CH:11]=[C:10]2[C:5]([CH:6]=[C:7]([C:13]3[C:14]([F:21])=[CH:15][C:16]([F:20])=[C:17]([NH:18][C:22](=[O:23])[O:24][C:25]([CH3:28])([CH3:27])[CH3:26])[CH:19]=3)[C:8]([CH3:12])=[N:9]2)=[CH:4][N:3]=1. The catalyst class is: 11.